Dataset: Forward reaction prediction with 1.9M reactions from USPTO patents (1976-2016). Task: Predict the product of the given reaction. (1) Given the reactants C([Li])CCC.CCCCCC.[CH2:12]([C:14]([C:26]1[CH:31]=[CH:30][C:29]([OH:32])=[C:28]([CH3:33])[CH:27]=1)([C:17]1[CH:22]=[CH:21][C:20]([C:23]#[CH:24])=[C:19]([CH3:25])[CH:18]=1)[CH2:15][CH3:16])[CH3:13].[CH3:34][C:35]([CH3:39])([CH3:38])[CH:36]=[O:37].[Cl-].[NH4+], predict the reaction product. The product is: [CH2:12]([C:14]([C:26]1[CH:31]=[CH:30][C:29]([OH:32])=[C:28]([CH3:33])[CH:27]=1)([C:17]1[CH:22]=[CH:21][C:20]([C:23]#[C:24][CH:36]([OH:37])[C:35]([CH3:39])([CH3:38])[CH3:34])=[C:19]([CH3:25])[CH:18]=1)[CH2:15][CH3:16])[CH3:13]. (2) Given the reactants [C:1]([C:3]1[CH:8]=[CH:7][C:6]([CH:9]2[CH2:14][CH2:13][N:12]([C:15]([C:17]3[CH:18]=[CH:19][C:20]([CH3:33])=[C:21]([NH:23][S:24]([CH:27]([CH3:32])[C:28](OC)=[O:29])(=[O:26])=[O:25])[CH:22]=3)=[O:16])[CH2:11][CH2:10]2)=[CH:5][CH:4]=1)#[N:2].[BH4-].[Li+], predict the reaction product. The product is: [C:1]([C:3]1[CH:8]=[CH:7][C:6]([CH:9]2[CH2:10][CH2:11][N:12]([C:15]([C:17]3[CH:18]=[CH:19][C:20]([CH3:33])=[C:21]([NH:23][S:24]([CH:27]([CH3:32])[CH2:28][OH:29])(=[O:26])=[O:25])[CH:22]=3)=[O:16])[CH2:13][CH2:14]2)=[CH:5][CH:4]=1)#[N:2]. (3) Given the reactants [F:1][C:2]([F:18])([F:17])[C:3]1[CH:8]=[CH:7][C:6]([C:9]2[O:13][N:12]=[CH:11][C:10]=2[C:14]([OH:16])=O)=[CH:5][CH:4]=1.Cl.[N:20]1[CH:25]=[CH:24][CH:23]=[C:22]([CH:26]2[S:31][CH2:30][CH2:29][NH:28][CH2:27]2)[CH:21]=1, predict the reaction product. The product is: [N:20]1[CH:25]=[CH:24][CH:23]=[C:22]([CH:26]2[S:31][CH2:30][CH2:29][N:28]([C:14]([C:10]3[CH:11]=[N:12][O:13][C:9]=3[C:6]3[CH:5]=[CH:4][C:3]([C:2]([F:1])([F:18])[F:17])=[CH:8][CH:7]=3)=[O:16])[CH2:27]2)[CH:21]=1. (4) Given the reactants [Cl:1][C:2]1[CH:12]=[C:11]([NH:13][CH:14]2[CH2:17]C[CH2:15]2)[C:5]([C:6]([O:8]CC)=[O:7])=[CH:4][N:3]=1.[Li+].[OH-], predict the reaction product. The product is: [Cl:1][C:2]1[CH:12]=[C:11]([NH:13][CH:14]([CH3:17])[CH3:15])[C:5]([C:6]([OH:8])=[O:7])=[CH:4][N:3]=1. (5) Given the reactants C([O:8][NH:9][C:10]([C:12]1[CH:36]=[CH:35][C:15]([O:16][C:17]([C:19]2([C:25]3[CH:34]=[CH:33][C:28]([C:29]([O:31][CH3:32])=[O:30])=[CH:27][CH:26]=3)[CH2:24][CH2:23][CH2:22][CH2:21][CH2:20]2)=[O:18])=[CH:14][CH:13]=1)=[O:11])C1C=CC=CC=1, predict the reaction product. The product is: [OH:8][NH:9][C:10]([C:12]1[CH:13]=[CH:14][C:15]([O:16][C:17]([C:19]2([C:25]3[CH:26]=[CH:27][C:28]([C:29]([O:31][CH3:32])=[O:30])=[CH:33][CH:34]=3)[CH2:20][CH2:21][CH2:22][CH2:23][CH2:24]2)=[O:18])=[CH:35][CH:36]=1)=[O:11]. (6) Given the reactants [OH:1][C@H:2]1[O:10][C@H:9]([CH2:11][OH:12])[C@@H:7]([OH:8])[C@H:5]([OH:6])[C@H:3]1[OH:4], predict the reaction product. The product is: [O:1]=[CH:2][C@@H:3]([C@H:5]([C@H:7]([C@@H:9]([CH2:11][OH:12])[OH:10])[OH:8])[OH:6])[OH:4].[CH2:11]([OH:12])[C@H:9]1[O:10][C@H:2]([O:1][C@H:7]2[C@H:5]([OH:6])[C@@H:3]([OH:4])[C@H:2]([OH:1])[O:10][C@@H:9]2[CH2:11][OH:12])[C@H:3]([OH:4])[C@@H:5]([OH:6])[C@@H:7]1[OH:8].[CH2:11]([OH:12])[C@H:9]1[O:10][C@@H:2]([O:1][C@H:7]2[C@H:5]([OH:6])[C@@H:3]([OH:4])[C@H:2]([OH:1])[O:10][C@@H:9]2[CH2:11][OH:12])[C@H:3]([OH:4])[C@@H:5]([OH:6])[C@@H:7]1[OH:8].[OH:1][C@H:2]1[O:10][C@H:9]([CH2:11][OH:12])[C@H:7]([OH:8])[C@H:5]([OH:6])[C@H:3]1[OH:4]. (7) Given the reactants Cl[C:2]1[N:7]=[C:6]([Cl:8])[CH:5]=[C:4]([Cl:9])[N:3]=1.Cl[C:11]1[CH:12]=[C:13]([CH:16]=[CH:17][C:18]=1[NH2:19])[O:14][CH3:15].C(N(CC)CC)C.C(Cl)(Cl)[Cl:28].CCCCCC, predict the reaction product. The product is: [Cl:28][C:12]1[CH:11]=[C:18]([NH:19][C:2]2[N:7]=[C:6]([Cl:8])[CH:5]=[C:4]([Cl:9])[N:3]=2)[CH:17]=[CH:16][C:13]=1[O:14][CH3:15]. (8) Given the reactants Br[C:2]1[CH:7]=[CH:6][C:5]([CH:8]([O:13][Si:14]([C:17]([CH3:20])([CH3:19])[CH3:18])([CH3:16])[CH3:15])[C:9]([CH3:12])([CH3:11])[CH3:10])=[CH:4][CH:3]=1.[C:21](=[O:24])([O-])[O-:22].[Cs+].[Cs+].[CH:27]([N:30](C(C)C)CC)(C)[CH3:28].[CH3:36][CH:37](C1C=C(C(C)C)C(C2C=CC=CC=2P(C2CCCCC2)C2CCCCC2)=C(C(C)C)C=1)C, predict the reaction product. The product is: [Si:14]([O:13][CH:8]([C:5]1[CH:6]=[CH:7][C:2]([NH:30][CH2:27][CH2:28][C:21]([O:22][CH2:36][CH3:37])=[O:24])=[CH:3][CH:4]=1)[C:9]([CH3:12])([CH3:11])[CH3:10])([C:17]([CH3:20])([CH3:19])[CH3:18])([CH3:16])[CH3:15].